This data is from Forward reaction prediction with 1.9M reactions from USPTO patents (1976-2016). The task is: Predict the product of the given reaction. (1) Given the reactants NC1C=CC(C(N)=O)=CC=1.[C:11]([OH:15])(=O)[CH2:12][OH:13].[C:16]([C:18]1[CH:19]=[C:20]([C:30]2[N:35]=[CH:34][N:33]=[C:32]([NH:36][C:37]3[CH:45]=[CH:44][C:40]([C:41]([NH2:43])=[O:42])=[CH:39][CH:38]=3)[N:31]=2)[CH:21]=[CH:22][C:23]=1[O:24][C@@H:25]1[CH2:29][CH2:28][NH:27][CH2:26]1)#[N:17], predict the reaction product. The product is: [C:16]([C:18]1[CH:19]=[C:20]([C:30]2[N:35]=[CH:34][N:33]=[C:32]([NH:36][C:37]3[CH:45]=[CH:44][C:40]([C:41]([NH2:43])=[O:42])=[CH:39][CH:38]=3)[N:31]=2)[CH:21]=[CH:22][C:23]=1[O:24][C@@H:25]1[CH2:29][CH2:28][N:27]([C:11](=[O:15])[CH2:12][OH:13])[CH2:26]1)#[N:17]. (2) Given the reactants Cl[CH2:2][CH:3]([OH:12])[CH2:4][NH:5][C:6]1[CH:11]=[CH:10][CH:9]=[CH:8][CH:7]=1.[OH-].[K+], predict the reaction product. The product is: [O:12]1[CH2:2][CH:3]1[CH2:4][NH:5][C:6]1[CH:11]=[CH:10][CH:9]=[CH:8][CH:7]=1. (3) Given the reactants Br[C:2]1[CH:3]=[C:4]2[C:9](=[CH:10][CH:11]=1)[C:8](=[O:12])[NH:7][N:6]=[C:5]2[Cl:13].[N:14]1([C:19]2[CH:26]=[CH:25][CH:24]=[CH:23][C:20]=2[CH2:21][NH2:22])[CH:18]=[CH:17][CH:16]=[N:15]1.C1C=CC(P(C2C(C3C(P(C4C=CC=CC=4)C4C=CC=CC=4)=CC=C4C=3C=CC=C4)=C3C(C=CC=C3)=CC=2)C2C=CC=CC=2)=CC=1.CC([O-])(C)C.[Na+], predict the reaction product. The product is: [Cl:13][C:5]1[C:4]2[C:9](=[CH:10][CH:11]=[C:2]([NH:22][CH2:21][C:20]3[CH:23]=[CH:24][CH:25]=[CH:26][C:19]=3[N:14]3[CH:18]=[CH:17][CH:16]=[N:15]3)[CH:3]=2)[C:8](=[O:12])[NH:7][N:6]=1. (4) Given the reactants [NH2:1][C:2]1[CH:3]=[C:4]2[C:17](=[CH:18][CH:19]=1)[CH2:16][C:6]1([C:14]3[C:9](=[N:10][CH:11]=[CH:12][CH:13]=3)[NH:8][C:7]1=[O:15])[CH2:5]2.Cl[C:21]1[N:26]=[CH:25][N:24]=[C:23]([C:27]([N:29]2[C:37]3[C:32](=[CH:33][CH:34]=[CH:35][CH:36]=3)[CH2:31][CH:30]2[CH2:38][CH3:39])=[O:28])[CH:22]=1.Cl, predict the reaction product. The product is: [CH2:38]([CH:30]1[CH2:31][C:32]2[C:37](=[CH:36][CH:35]=[CH:34][CH:33]=2)[N:29]1[C:27]([C:23]1[N:24]=[CH:25][N:26]=[C:21]([NH:1][C:2]2[CH:3]=[C:4]3[C:17](=[CH:18][CH:19]=2)[CH2:16][C:6]2([C:14]4[C:9](=[N:10][CH:11]=[CH:12][CH:13]=4)[NH:8][C:7]2=[O:15])[CH2:5]3)[CH:22]=1)=[O:28])[CH3:39]. (5) Given the reactants [C:1]([O:5][N:6]=[C:7]1[C:16]2[C:11](=[CH:12][CH:13]=[C:14](Br)[CH:15]=2)[O:10][C:9]([C:18]2[N:19]=[CH:20][C:21]3[C:26]([CH:27]=2)=[CH:25][CH:24]=[CH:23][CH:22]=3)=[CH:8]1)([CH3:4])([CH3:3])[CH3:2].P([O-])([O-])([O-])=O.[K+].[K+].[K+].C1(B2OC(C)(C)C(C)(C)O2)CC1.[Cl-].[NH4+:49].[C:50]1([CH3:56])[CH:55]=[CH:54][CH:53]=[CH:52][CH:51]=1, predict the reaction product. The product is: [C:1]([O:5][N:6]=[C:7]1[C:16]2[C:11](=[CH:12][C:13]([C:56]#[C:50][C:51]3[CH:52]=[CH:53][CH:54]=[CH:55][N:49]=3)=[CH:14][CH:15]=2)[O:10][C:9]([C:18]2[N:19]=[CH:20][C:21]3[C:26]([CH:27]=2)=[CH:25][CH:24]=[CH:23][CH:22]=3)=[CH:8]1)([CH3:4])([CH3:3])[CH3:2]. (6) Given the reactants C([N:8]1[CH2:13][CH2:12][C:11]([CH2:15][CH2:16][CH2:17][CH3:18])([OH:14])[CH2:10][CH2:9]1)C1C=CC=CC=1, predict the reaction product. The product is: [CH2:15]([C:11]1([OH:14])[CH2:10][CH2:9][NH:8][CH2:13][CH2:12]1)[CH2:16][CH2:17][CH3:18]. (7) Given the reactants [Cl:1][C:2]1[N:3]=[CH:4][C:5]2[C:10](I)=[CH:9][N:8]([C:12]([CH3:22])([CH3:21])[CH2:13][O:14][CH:15]3[CH2:20][CH2:19][CH2:18][CH2:17][O:16]3)[C:6]=2[N:7]=1.[Br:23][C:24]1[CH:25]=[N:26][CH:27]=[C:28]([CH:35]=1)[C:29](N(OC)C)=[O:30], predict the reaction product. The product is: [Br:23][C:24]1[CH:35]=[C:28]([C:29]([C:10]2[C:5]3[CH:4]=[N:3][C:2]([Cl:1])=[N:7][C:6]=3[N:8]([C:12]([CH3:22])([CH3:21])[CH2:13][O:14][CH:15]3[CH2:20][CH2:19][CH2:18][CH2:17][O:16]3)[CH:9]=2)=[O:30])[CH:27]=[N:26][CH:25]=1. (8) The product is: [C:1]([O:4][C@@H:5]1[C@@H:10]([O:11][C:12](=[O:14])[CH3:13])[C@H:9]([O:15][C:16](=[O:18])[CH3:17])[C@@H:8]([CH2:19][O:20][C:21](=[O:23])[CH3:22])[O:7][C@H:6]1[C:24]1[CH:29]=[CH:28][C:27]([CH3:30])=[C:26]([CH2:31][C:32]2[S:33][C:34]([C:43]3[CH:44]=[N:45][CH:46]=[N:47][CH:48]=3)=[CH:35][CH:36]=2)[CH:25]=1)(=[O:3])[CH3:2]. Given the reactants [C:1]([O:4][C@@H:5]1[C@@H:10]([O:11][C:12](=[O:14])[CH3:13])[C@H:9]([O:15][C:16](=[O:18])[CH3:17])[C@@H:8]([CH2:19][O:20][C:21](=[O:23])[CH3:22])[O:7][C@H:6]1[C:24]1[CH:29]=[CH:28][C:27]([CH3:30])=[C:26]([CH2:31][C:32]2[S:33][C:34](Cl)=[CH:35][CH:36]=2)[CH:25]=1)(=[O:3])[CH3:2].C([Sn](CCCC)(CCCC)[C:43]1[CH:44]=[N:45][CH:46]=[N:47][CH:48]=1)CCC.C(P(C(C)(C)C)C(C)(C)C)(C)(C)C.F[B-](F)(F)F.[H+].[F-].[Cs+], predict the reaction product.